This data is from Reaction yield outcomes from USPTO patents with 853,638 reactions. The task is: Predict the reaction yield, written as a fraction of the theoretical maximum amount of product (1.0 means a 100% yield; for example, 0.34 means a 34% yield). (1) The reactants are [F:1][C:2]1[CH:7]=[CH:6][C:5]([C:8]2[O:9][C:10]3[CH:20]=[CH:19][C:18]([C:21]4[CH:22]=[CH:23][C:24]([O:30][CH3:31])=[C:25]([CH:29]=4)[C:26](O)=[O:27])=[CH:17][C:11]=3[C:12]=2[C:13](=[O:16])[NH:14][CH3:15])=[CH:4][CH:3]=1.C(N(C(C)C)C(C)C)C.[CH3:41][CH:42]([CH3:45])[CH2:43][NH2:44].CN(C(ON1N=NC2C=CC=NC1=2)=[N+](C)C)C.F[P-](F)(F)(F)(F)F. The catalyst is C(OCC)(=O)C.C(#N)C.CN(C=O)C. The product is [F:1][C:2]1[CH:3]=[CH:4][C:5]([C:8]2[O:9][C:10]3[CH:20]=[CH:19][C:18]([C:21]4[CH:22]=[CH:23][C:24]([O:30][CH3:31])=[C:25]([C:26](=[O:27])[NH:44][CH2:43][CH:42]([CH3:45])[CH3:41])[CH:29]=4)=[CH:17][C:11]=3[C:12]=2[C:13]([NH:14][CH3:15])=[O:16])=[CH:6][CH:7]=1. The yield is 0.380. (2) The reactants are Cl[C:2]1[N:10]=[C:9]([Cl:11])[CH:8]=[CH:7][C:3]=1[C:4]([NH2:6])=[O:5].ClC1C=[CH:20][C:16]([C:17](N)=[O:18])=[C:15](OCCC)N=1.[H-].[Na+]. The catalyst is C(#N)C. The product is [Cl:11][C:9]1[CH:8]=[CH:7][C:3]([C:4]([NH2:6])=[O:5])=[C:2]([O:18][CH2:17][CH:16]([CH3:20])[CH3:15])[N:10]=1. The yield is 0.660. (3) The reactants are [Cl:1][C:2]1[C:11]2[CH2:10][N:9]([C@H:12]([CH:16]([CH3:18])[CH3:17])[C:13](O)=[O:14])[C:8](=[O:19])[C:7]3=[CH:20][NH:21][C:5]([C:6]=23)=[N:4][CH:3]=1.[NH2:22][C@@H:23]([CH2:27][CH3:28])[CH2:24][C:25]#[N:26].CN(C(ON1N=NC2C=CC=NC1=2)=[N+](C)C)C.F[P-](F)(F)(F)(F)F. The yield is 0.246. The product is [Cl:1][C:2]1[C:11]2[CH2:10][N:9]([C@H:12]([CH:16]([CH3:17])[CH3:18])[C:13]([NH:22][C@@H:23]([CH2:27][CH3:28])[CH2:24][C:25]#[N:26])=[O:14])[C:8](=[O:19])[C:7]3=[CH:20][NH:21][C:5]([C:6]=23)=[N:4][CH:3]=1. The catalyst is C1COCC1. (4) The reactants are C([O:4][C:5]1[CH:10]=[CH:9][C:8]([O:11]C(=O)C)=[C:7]([C:15]2O[C:17](=[O:25])[C:18]3[CH:24]=[CH:23][CH:22]=[CH:21][C:19]=3[N:20]=2)[CH:6]=1)(=O)C.[CH2:26]([NH2:34])[CH2:27][C:28]1[CH:33]=[CH:32][CH:31]=[CH:30][CH:29]=1. No catalyst specified. The product is [OH:11][C:8]1[CH:9]=[CH:10][C:5]([OH:4])=[CH:6][C:7]=1[C:15]1[N:34]([CH2:26][CH2:27][C:28]2[CH:33]=[CH:32][CH:31]=[CH:30][CH:29]=2)[C:17](=[O:25])[C:18]2[C:19](=[CH:21][CH:22]=[CH:23][CH:24]=2)[N:20]=1. The yield is 0.800. (5) The reactants are [C:1]([CH2:9][C:10]([C:12]([F:15])([F:14])[F:13])=O)(=O)[C:2]1[CH:7]=[CH:6][CH:5]=[CH:4][CH:3]=1.Cl.[NH2:17][OH:18].[OH-:19].[Na+]. No catalyst specified. The product is [C:2]1([C:1]2[CH2:9][C:10]([OH:19])([C:12]([F:13])([F:14])[F:15])[O:18][N:17]=2)[CH:7]=[CH:6][CH:5]=[CH:4][CH:3]=1. The yield is 0.910. (6) The yield is 0.200. The product is [OH:2][C:3]1[CH:4]=[CH:5][C:6]([O:7][CH2:8][C:9]([O:11][CH2:12][CH3:13])=[O:10])=[CH:14][CH:15]=1. The catalyst is C(Cl)Cl. The reactants are C[O:2][C:3]1[CH:15]=[CH:14][C:6]([O:7][CH2:8][C:9]([O:11][CH2:12][CH3:13])=[O:10])=[CH:5][CH:4]=1. (7) The reactants are [CH3:1][C:2]1[C:3]([CH2:14][S:15]([C:17]2[NH:21][C:20]3[CH:22]=[CH:23][CH:24]=[CH:25][C:19]=3[N:18]=2)=[O:16])=[N:4][CH:5]=[CH:6][C:7]=1[O:8][CH2:9][C:10]([F:13])([F:12])[F:11].CCN(CC)CC.C([O-])(O)=O.[Na+].[C:38]1([CH3:63])[CH:43]=[CH:42][C:41]([S:44]([CH2:47][CH2:48][O:49][C:50](=[O:62])[C:51]2[CH:56]=[CH:55][C:54]([CH3:57])=[C:53]([S:58](Cl)(=[O:60])=[O:59])[CH:52]=2)(=[O:46])=[O:45])=[CH:40][CH:39]=1. The catalyst is C(Cl)Cl.O. The product is [C:38]1([CH3:63])[CH:43]=[CH:42][C:41]([S:44]([CH2:47][CH2:48][O:49][C:50](=[O:62])[C:51]2[CH:56]=[CH:55][C:54]([CH3:57])=[C:53]([S:58]([N:21]3[C:20]4[CH:22]=[CH:23][CH:24]=[CH:25][C:19]=4[N:18]=[C:17]3[S:15]([CH2:14][C:3]3[C:2]([CH3:1])=[C:7]([O:8][CH2:9][C:10]([F:13])([F:11])[F:12])[CH:6]=[CH:5][N:4]=3)=[O:16])(=[O:60])=[O:59])[CH:52]=2)(=[O:46])=[O:45])=[CH:40][CH:39]=1. The yield is 0.780. (8) The reactants are [OH:1][CH:2]1[CH2:6][NH:5][CH2:4][CH:3]1[NH:7][C:8]([C:10]1[C:14]([CH3:15])=[C:13](/[CH:16]=[C:17]2\[C:18](=[O:27])[NH:19][C:20]3[C:25]\2=[CH:24][C:23]([F:26])=[CH:22][CH:21]=3)[NH:12][C:11]=1[CH3:28])=[O:9].CCN(C(C)C)C(C)C.[CH3:38][C:39](Cl)=[O:40]. No catalyst specified. The product is [C:39]([N:5]1[CH2:6][CH:2]([OH:1])[CH:3]([NH:7][C:8]([C:10]2[C:14]([CH3:15])=[C:13](/[CH:16]=[C:17]3\[C:18](=[O:27])[NH:19][C:20]4[C:25]\3=[CH:24][C:23]([F:26])=[CH:22][CH:21]=4)[NH:12][C:11]=2[CH3:28])=[O:9])[CH2:4]1)(=[O:40])[CH3:38]. The yield is 0.570. (9) The reactants are [Br:1][C:2]1[CH:7]=[CH:6][C:5]([OH:8])=[C:4]([CH2:9][OH:10])[CH:3]=1.[OH-].[Na+].[CH2:13](Br)[C:14]1[CH:19]=[CH:18][CH:17]=[CH:16][CH:15]=1. The catalyst is C(O)C.O. The product is [Br:1][C:2]1[CH:7]=[CH:6][C:5]([O:8][CH2:13][C:14]2[CH:19]=[CH:18][CH:17]=[CH:16][CH:15]=2)=[C:4]([CH2:9][OH:10])[CH:3]=1. The yield is 0.940.